From a dataset of Full USPTO retrosynthesis dataset with 1.9M reactions from patents (1976-2016). Predict the reactants needed to synthesize the given product. Given the product [NH2:18][C:11]1[CH:12]=[C:13]([F:17])[C:14]([F:16])=[CH:15][C:10]=1[CH2:9][O:8][C:7]1[C:6]([O:21][CH2:22][CH3:23])=[CH:5][C:4]([C@H:24]2[C:33]3[C:32](=[O:34])[CH2:31][C@@H:30]([CH2:35][CH2:36][CH3:37])[CH2:29][C:28]=3[NH:27][C:26]([CH3:38])=[C:25]2[C:39]#[N:40])=[CH:3][C:2]=1[Br:1], predict the reactants needed to synthesize it. The reactants are: [Br:1][C:2]1[CH:3]=[C:4]([C@H:24]2[C:33]3[C:32](=[O:34])[CH2:31][C@@H:30]([CH2:35][CH2:36][CH3:37])[CH2:29][C:28]=3[NH:27][C:26]([CH3:38])=[C:25]2[C:39]#[N:40])[CH:5]=[C:6]([O:21][CH2:22][CH3:23])[C:7]=1[O:8][CH2:9][C:10]1[CH:15]=[C:14]([F:16])[C:13]([F:17])=[CH:12][C:11]=1[N+:18]([O-])=O.C(O)(=O)C.